Dataset: Reaction yield outcomes from USPTO patents with 853,638 reactions. Task: Predict the reaction yield, written as a fraction of the theoretical maximum amount of product (1.0 means a 100% yield; for example, 0.34 means a 34% yield). (1) The reactants are [Br:1][C:2]1[C:3]([O:15]C)=[C:4]2[C:9](=[C:10]([O:12]C)[CH:11]=1)[N:8]=[CH:7][CH:6]=[C:5]2[Cl:14].[N+]([O-])([O-])=O.[NH4+].[Ce]. The catalyst is C(#N)C.O. The product is [Br:1][C:2]1[C:3](=[O:15])[C:4]2[C:5]([Cl:14])=[CH:6][CH:7]=[N:8][C:9]=2[C:10](=[O:12])[CH:11]=1. The yield is 0.790. (2) The reactants are [S:1]1[C:5]2[NH:6][CH:7]=[C:8]([CH2:9][CH2:10][NH2:11])[C:4]=2[CH:3]=[CH:2]1.C([O-])([O-])=O.[K+].[K+].[C:18]([O:22][C:23](O[C:23]([O:22][C:18]([CH3:21])([CH3:20])[CH3:19])=[O:24])=[O:24])([CH3:21])([CH3:20])[CH3:19]. The catalyst is CC(C)=O.O. The product is [C:18]([O:22][C:23]([NH:11][CH2:10][CH2:9][C:8]1[C:4]2[CH:3]=[CH:2][S:1][C:5]=2[NH:6][CH:7]=1)=[O:24])([CH3:21])([CH3:20])[CH3:19]. The yield is 0.580. (3) The reactants are [C:1]([O:5][C:6](=[O:17])[NH:7][C:8]1[CH:13]=[C:12]([CH3:14])[C:11]([OH:15])=[CH:10][C:9]=1[CH3:16])([CH3:4])([CH3:3])[CH3:2].C(=O)([O-])[O-].[K+].[K+].Br[CH2:25][CH3:26].O. The catalyst is CN(C=O)C. The product is [C:1]([O:5][C:6](=[O:17])[NH:7][C:8]1[CH:13]=[C:12]([CH3:14])[C:11]([O:15][CH2:25][CH3:26])=[CH:10][C:9]=1[CH3:16])([CH3:4])([CH3:3])[CH3:2]. The yield is 0.900. (4) The reactants are [CH:1]1([N:7]2[CH2:11][CH2:10][CH:9]([CH2:12][C:13]3[C:14]([Cl:27])=[C:15]([C:20]4[CH:25]=[CH:24][C:23]([OH:26])=[CH:22][CH:21]=4)[CH:16]=[CH:17][C:18]=3[Cl:19])[C:8]2=[O:28])[CH2:6][CH2:5][CH2:4][CH2:3][CH2:2]1.[I-].[Na+].C(=O)([O-])[O-].[Cs+].[Cs+].Br[CH2:38][CH2:39][CH2:40][C:41]([O:43]C(C)(C)C)=[O:42]. The catalyst is C1COCC1. The product is [Cl:27][C:14]1[C:13]([CH2:12][CH:9]2[CH2:10][CH2:11][N:7]([CH:1]3[CH2:6][CH2:5][CH2:4][CH2:3][CH2:2]3)[C:8]2=[O:28])=[C:18]([Cl:19])[CH:17]=[CH:16][C:15]=1[C:20]1[CH:25]=[CH:24][C:23]([O:26][CH2:38][CH2:39][CH2:40][C:41]([OH:43])=[O:42])=[CH:22][CH:21]=1. The yield is 0.660. (5) The reactants are [CH3:1][O:2][C:3]1[CH:4]=[C:5]([O:21][C:22]2[CH:23]=[N:24][C:25]([CH2:28][O:29][CH3:30])=[CH:26][CH:27]=2)[CH:6]=[C:7]2[C:11]=1[NH:10][C:9]([C:12]1[S:13][CH:14]([CH2:17][C:18](O)=[O:19])[CH2:15][N:16]=1)=[CH:8]2.Cl.[CH2:32]([N:34]=C=NCCCN(C)C)[CH3:33].O.ON1C2C=CC=CC=2N=N1.O1CCCC1.C(N)C. The catalyst is CN(C)C=O. The product is [CH2:32]([NH:34][C:18](=[O:19])[CH2:17][CH:14]1[S:13][C:12]([C:9]2[NH:10][C:11]3[C:7]([CH:8]=2)=[CH:6][C:5]([O:21][C:22]2[CH:23]=[N:24][C:25]([CH2:28][O:29][CH3:30])=[CH:26][CH:27]=2)=[CH:4][C:3]=3[O:2][CH3:1])=[N:16][CH2:15]1)[CH3:33]. The yield is 0.700. (6) The reactants are [C:1]([C:5]1[CH:9]=[C:8]([NH:10][C:11]([NH:13][C@@H:14]2[C:23]3[C:18](=[CH:19][CH:20]=[CH:21][CH:22]=3)[C@H:17]([O:24][C:25]3[CH:26]=[CH:27][C:28]4[N:29]([C:31]([N:34]5[CH2:39][CH2:38][CH2:37][CH2:36][C@@H:35]5[CH3:40])=[N:32][N:33]=4)[CH:30]=3)[CH2:16][CH2:15]2)=[O:12])[N:7]([C:41]2[C:42]([CH2:53][O:54][Si:55]([CH:62]([CH3:64])[CH3:63])([CH:59]([CH3:61])[CH3:60])[CH:56]([CH3:58])[CH3:57])=[N:43][N:44]([CH2:46][CH2:47]OS(C)(=O)=O)[CH:45]=2)[N:6]=1)([CH3:4])([CH3:3])[CH3:2].[CH3:65][NH:66][CH3:67]. The catalyst is C1COCC1. The product is [C:1]([C:5]1[CH:9]=[C:8]([NH:10][C:11]([NH:13][C@@H:14]2[C:23]3[C:18](=[CH:19][CH:20]=[CH:21][CH:22]=3)[C@H:17]([O:24][C:25]3[CH:26]=[CH:27][C:28]4[N:29]([C:31]([N:34]5[CH2:39][CH2:38][CH2:37][CH2:36][C@@H:35]5[CH3:40])=[N:32][N:33]=4)[CH:30]=3)[CH2:16][CH2:15]2)=[O:12])[N:7]([C:41]2[C:42]([CH2:53][O:54][Si:55]([CH:56]([CH3:57])[CH3:58])([CH:62]([CH3:63])[CH3:64])[CH:59]([CH3:60])[CH3:61])=[N:43][N:44]([CH2:46][CH2:47][N:66]([CH3:67])[CH3:65])[CH:45]=2)[N:6]=1)([CH3:3])([CH3:4])[CH3:2]. The yield is 0.810. (7) The reactants are [C:1]([O:5][C:6]([N:8]1[CH2:13][CH2:12][NH:11][CH2:10][CH2:9]1)=[O:7])([CH3:4])([CH3:3])[CH3:2].C(O[C:17]1(O[Si](C)(C)C)[CH2:19][CH2:18]1)C.C(O)(=O)C.C([BH3-])#N.[Na+]. The catalyst is C1COCC1.CO. The product is [C:1]([O:5][C:6]([N:8]1[CH2:13][CH2:12][N:11]([CH:17]2[CH2:19][CH2:18]2)[CH2:10][CH2:9]1)=[O:7])([CH3:4])([CH3:2])[CH3:3]. The yield is 1.00. (8) The reactants are [CH3:1][CH:2]([C:4]1[CH:10]=[CH:9][CH:8]=[CH:7][C:5]=1[NH2:6])[CH3:3].P(=O)(O)(O)O.[N+]([O-])(O)=O.[N:20]([O-])=O.[Na+].C([O-])(=O)C.[K+].[C:29]([CH2:32][C:33](=[O:35])[CH3:34])(=[O:31])[CH3:30]. The catalyst is O.C(O)C. The product is [CH3:1][CH:2]([C:4]1[CH:10]=[CH:9][CH:8]=[CH:7][C:5]=1[NH:6][N:20]=[C:32]([C:33](=[O:35])[CH3:34])[C:29](=[O:31])[CH3:30])[CH3:3]. The yield is 0.270. (9) The reactants are Br[C:2]1[C:3]([C:9]2[CH:14]=[CH:13][N:12]=[C:11]([NH2:15])[N:10]=2)=[N:4][N:5]([CH2:7][CH3:8])[CH:6]=1.CC1(C)C(C)(C)OB([C:24]2[CH:25]=[C:26]([CH:28]=[CH:29][CH:30]=2)[NH2:27])O1.C(=O)(O)[O-].[Na+].O1CCOCC1. The catalyst is CCOC(C)=O.Cl[Pd](Cl)([P](C1C=CC=CC=1)(C1C=CC=CC=1)C1C=CC=CC=1)[P](C1C=CC=CC=1)(C1C=CC=CC=1)C1C=CC=CC=1. The product is [NH2:27][C:26]1[CH:25]=[C:24]([C:2]2[C:3]([C:9]3[CH:14]=[CH:13][N:12]=[C:11]([NH2:15])[N:10]=3)=[N:4][N:5]([CH2:7][CH3:8])[CH:6]=2)[CH:30]=[CH:29][CH:28]=1. The yield is 0.760.